From a dataset of Full USPTO retrosynthesis dataset with 1.9M reactions from patents (1976-2016). Predict the reactants needed to synthesize the given product. (1) The reactants are: Cl[C:2]1[N:11]=[C:10]([NH:12][CH2:13][C:14]2[CH:19]=[CH:18][CH:17]=[CH:16][N:15]=2)[C:9]2[C:4](=[CH:5][CH:6]=[CH:7][C:8]=2[C:20]2[CH:25]=[CH:24][CH:23]=[CH:22][CH:21]=2)[N:3]=1.CC1(C)C(C)(C)OB([C:34]2[CH:35]=[C:36]([C:40]3[O:44][CH:43]=[N:42][CH:41]=3)[CH:37]=[N:38][CH:39]=2)O1.C(=O)([O-])[O-].[K+].[K+]. Given the product [O:44]1[C:40]([C:36]2[CH:35]=[C:34]([C:2]3[N:11]=[C:10]([NH:12][CH2:13][C:14]4[CH:19]=[CH:18][CH:17]=[CH:16][N:15]=4)[C:9]4[C:4](=[CH:5][CH:6]=[CH:7][C:8]=4[C:20]4[CH:25]=[CH:24][CH:23]=[CH:22][CH:21]=4)[N:3]=3)[CH:39]=[N:38][CH:37]=2)=[CH:41][N:42]=[CH:43]1, predict the reactants needed to synthesize it. (2) Given the product [C@H:28]1([CH2:38][N:39]2[CH2:44][CH2:43][CH:42]([NH:45][C:21]([C:15]3[NH:16][C:17]4[C:13]([CH:14]=3)=[C:12]([O:11][CH2:10][C:7]3[C:6]5[CH:24]=[C:2]([F:1])[CH:3]=[CH:4][C:5]=5[O:9][CH:8]=3)[CH:20]=[CH:19][CH:18]=4)=[O:23])[CH2:41][CH2:40]2)[C@@H:37]2[N:32]([CH2:33][CH2:34][CH2:35][CH2:36]2)[CH2:31][CH2:30][CH2:29]1, predict the reactants needed to synthesize it. The reactants are: [F:1][C:2]1[CH:3]=[CH:4][C:5]2[O:9][CH:8]=[C:7]([CH2:10][O:11][C:12]3[CH:20]=[CH:19][CH:18]=[C:17]4[C:13]=3[CH:14]=[C:15]([C:21]([OH:23])=O)[NH:16]4)[C:6]=2[CH:24]=1.Cl.Cl.Cl.[C@H:28]1([CH2:38][N:39]2[CH2:44][CH2:43][CH:42]([NH2:45])[CH2:41][CH2:40]2)[C@@H:37]2[N:32]([CH2:33][CH2:34][CH2:35][CH2:36]2)[CH2:31][CH2:30][CH2:29]1. (3) Given the product [CH3:29][O:30][C:31]1[C:32](=[O:55])[C:33]([CH3:54])=[C:34]([CH2:40][C:41]2[CH:42]=[CH:43][C:44]([O:50][C:51](=[O:53])[CH3:52])=[C:45]([CH:49]=2)[C:46]([NH:10][C:9]2[CH:11]=[CH:12][C:6]([C:3]3[CH:4]=[CH:5][NH:1][N:2]=3)=[CH:7][CH:8]=2)=[O:47])[C:35](=[O:39])[C:36]=1[O:37][CH3:38], predict the reactants needed to synthesize it. The reactants are: [NH:1]1[CH:5]=[CH:4][C:3]([C:6]2[CH:12]=[CH:11][C:9]([NH2:10])=[CH:8][CH:7]=2)=[N:2]1.C(N(CC)CC)C.[Cl-].ClC1N(C)CC[NH+]1C.[CH3:29][O:30][C:31]1[C:32](=[O:55])[C:33]([CH3:54])=[C:34]([CH2:40][C:41]2[CH:42]=[CH:43][C:44]([O:50][C:51](=[O:53])[CH3:52])=[C:45]([CH:49]=2)[C:46](O)=[O:47])[C:35](=[O:39])[C:36]=1[O:37][CH3:38]. (4) Given the product [NH2:10][C:11]1[C:20]2[N:21]=[C:22]([CH2:32][CH3:33])[N:23]([CH2:24][C:25]3([OH:31])[CH2:30][CH2:29][N:28]([C:40]([N:34]4[CH2:39][CH2:38][O:37][CH2:36][CH2:35]4)=[O:41])[CH2:27][CH2:26]3)[C:19]=2[C:18]2[N:17]=[CH:16][CH:15]=[CH:14][C:13]=2[N:12]=1, predict the reactants needed to synthesize it. The reactants are: C(N(CC)CC)C.Cl.Cl.[NH2:10][C:11]1[C:20]2[N:21]=[C:22]([CH2:32][CH3:33])[N:23]([CH2:24][C:25]3([OH:31])[CH2:30][CH2:29][NH:28][CH2:27][CH2:26]3)[C:19]=2[C:18]2[N:17]=[CH:16][CH:15]=[CH:14][C:13]=2[N:12]=1.[N:34]1([C:40](Cl)=[O:41])[CH2:39][CH2:38][O:37][CH2:36][CH2:35]1. (5) Given the product [F:1][C:2]1[C:7]([C:14]#[C:13][Si:10]([CH3:12])([CH3:11])[CH3:9])=[CH:6][CH:5]=[CH:4][N:3]=1, predict the reactants needed to synthesize it. The reactants are: [F:1][C:2]1[C:7](I)=[CH:6][CH:5]=[CH:4][N:3]=1.[CH3:9][Si:10]([C:13]#[CH:14])([CH3:12])[CH3:11].C(N(CC)CC)C. (6) Given the product [CH3:23][C:22]1[NH:18][N:17]=[C:15]([C:13]2[O:12][N:11]=[C:10]([C:7]3[CH:8]=[CH:9][C:4]([O:3][C:2]([F:20])([F:19])[F:1])=[CH:5][CH:6]=3)[CH:14]=2)[N:24]=1, predict the reactants needed to synthesize it. The reactants are: [F:1][C:2]([F:20])([F:19])[O:3][C:4]1[CH:9]=[CH:8][C:7]([C:10]2[CH:14]=[C:13]([C:15]([NH:17][NH2:18])=O)[O:12][N:11]=2)=[CH:6][CH:5]=1.Cl.[C:22](=N)([NH2:24])[CH3:23].[OH-].[Na+].